The task is: Predict the reactants needed to synthesize the given product.. This data is from Full USPTO retrosynthesis dataset with 1.9M reactions from patents (1976-2016). The reactants are: [O:1]1[CH2:6][CH2:5][CH:4]([CH2:7][CH2:8][N:9]2[C:13]3=[N:14][C:15]([Sn](C)(C)C)=[CH:16][N:17]=[C:12]3[NH:11][C:10]2=[O:22])[CH2:3][CH2:2]1.BrC1N=C2[N:30]([CH2:34][CH2:35][CH:36]3[CH2:41][CH2:40]OCC3)[C:31](=[O:33])NC2=NC=1.C[Sn](C)C.C[Sn](C)C.O1CCO[CH2:52][CH2:51]1.[C:56](OCC)(=O)[CH3:57]. Given the product [O:33]=[C:31]1[NH:30][CH:34]([C:35]2[CH:36]=[CH:41][C:40]([C:15]3[N:14]=[C:13]4[N:9]([CH2:8][CH2:7][CH:4]5[CH2:5][CH2:6][O:1][CH2:2][CH2:3]5)[C:10](=[O:22])[NH:11][C:12]4=[N:17][CH:16]=3)=[CH:52][CH:51]=2)[CH2:57][CH2:56]1, predict the reactants needed to synthesize it.